Dataset: Reaction yield outcomes from USPTO patents with 853,638 reactions. Task: Predict the reaction yield, written as a fraction of the theoretical maximum amount of product (1.0 means a 100% yield; for example, 0.34 means a 34% yield). (1) The reactants are [CH:1]1([NH2:7])[CH2:6][CH2:5][CH2:4][CH2:3][CH2:2]1.CC1C=CC(S(O[CH2:19][CH2:20][O:21][CH2:22][CH2:23][O:24][CH2:25][C:26]#[CH:27])(=O)=O)=CC=1. The catalyst is C(O)C. The product is [CH2:25]([O:24][CH2:23][CH2:22][O:21][CH2:20][CH2:19][NH:7][CH:1]1[CH2:6][CH2:5][CH2:4][CH2:3][CH2:2]1)[C:26]#[CH:27]. The yield is 0.370. (2) The reactants are [F:1][C:2]1[CH:7]=[CH:6][C:5]([N:8]2[CH2:14][C:12](=O)[NH:11][C:9]2=[S:10])=[CH:4][CH:3]=1.[CH2:15]([O:17][C:18]1[CH:19]=[C:20]([CH:23]=[CH:24][C:25]=1[OH:26])[CH:21]=O)[CH3:16].C([O-])(=[O:29])C.[NH4+].O. The catalyst is C(O)(=O)C. The product is [F:1][C:2]1[CH:7]=[CH:6][C:5]([N:8]2[C:14](=[O:29])[C:12](=[CH:21][C:20]3[CH:23]=[CH:24][C:25]([OH:26])=[C:18]([O:17][CH2:15][CH3:16])[CH:19]=3)[NH:11][C:9]2=[S:10])=[CH:4][CH:3]=1. The yield is 0.260. (3) The product is [C:1]([C:3]1[CH:4]=[CH:5][C:6]([N:9]2[C:13]([I:14])=[CH:12][C:11]([C:15]3[CH:24]=[CH:23][C:18]([C:19]([O:21][CH3:22])=[O:20])=[CH:17][CH:16]=3)=[N:10]2)=[CH:7][CH:8]=1)(=[O:26])[NH2:2]. The catalyst is C(O)(C(F)(F)F)=O. The reactants are [C:1]([C:3]1[CH:8]=[CH:7][C:6]([N:9]2[C:13]([I:14])=[CH:12][C:11]([C:15]3[CH:24]=[CH:23][C:18]([C:19]([O:21][CH3:22])=[O:20])=[CH:17][CH:16]=3)=[N:10]2)=[CH:5][CH:4]=1)#[N:2].S(=O)(=O)(O)[OH:26]. The yield is 0.960.